This data is from NCI-60 drug combinations with 297,098 pairs across 59 cell lines. The task is: Regression. Given two drug SMILES strings and cell line genomic features, predict the synergy score measuring deviation from expected non-interaction effect. (1) Drug 1: CS(=O)(=O)OCCCCOS(=O)(=O)C. Drug 2: C(CN)CNCCSP(=O)(O)O. Cell line: HL-60(TB). Synergy scores: CSS=44.4, Synergy_ZIP=0.428, Synergy_Bliss=-3.00, Synergy_Loewe=-18.9, Synergy_HSA=-7.01. (2) Drug 1: CC(CN1CC(=O)NC(=O)C1)N2CC(=O)NC(=O)C2. Drug 2: C1C(C(OC1N2C=NC3=C(N=C(N=C32)Cl)N)CO)O. Cell line: HCC-2998. Synergy scores: CSS=15.9, Synergy_ZIP=2.30, Synergy_Bliss=4.64, Synergy_Loewe=0.131, Synergy_HSA=5.36. (3) Drug 1: CCC1(CC2CC(C3=C(CCN(C2)C1)C4=CC=CC=C4N3)(C5=C(C=C6C(=C5)C78CCN9C7C(C=CC9)(C(C(C8N6C)(C(=O)OC)O)OC(=O)C)CC)OC)C(=O)OC)O.OS(=O)(=O)O. Drug 2: C(CCl)NC(=O)N(CCCl)N=O. Cell line: CAKI-1. Synergy scores: CSS=0.0950, Synergy_ZIP=-2.33, Synergy_Bliss=-4.97, Synergy_Loewe=-3.97, Synergy_HSA=-4.69. (4) Drug 1: CC1C(C(CC(O1)OC2CC(OC(C2O)C)OC3=CC4=CC5=C(C(=O)C(C(C5)C(C(=O)C(C(C)O)O)OC)OC6CC(C(C(O6)C)O)OC7CC(C(C(O7)C)O)OC8CC(C(C(O8)C)O)(C)O)C(=C4C(=C3C)O)O)O)O. Drug 2: C1C(C(OC1N2C=NC3=C2NC=NCC3O)CO)O. Cell line: SK-OV-3. Synergy scores: CSS=13.4, Synergy_ZIP=0.719, Synergy_Bliss=0.638, Synergy_Loewe=-19.9, Synergy_HSA=0.216. (5) Drug 1: CC1=C2C(C(=O)C3(C(CC4C(C3C(C(C2(C)C)(CC1OC(=O)C(C(C5=CC=CC=C5)NC(=O)OC(C)(C)C)O)O)OC(=O)C6=CC=CC=C6)(CO4)OC(=O)C)OC)C)OC. Drug 2: CC(CN1CC(=O)NC(=O)C1)N2CC(=O)NC(=O)C2. Cell line: KM12. Synergy scores: CSS=51.0, Synergy_ZIP=-0.0408, Synergy_Bliss=-2.04, Synergy_Loewe=1.98, Synergy_HSA=2.89. (6) Drug 1: C1=CC(=C2C(=C1NCCNCCO)C(=O)C3=C(C=CC(=C3C2=O)O)O)NCCNCCO. Drug 2: C1=NC2=C(N1)C(=S)N=C(N2)N. Cell line: NCI-H460. Synergy scores: CSS=62.6, Synergy_ZIP=-3.84, Synergy_Bliss=-5.25, Synergy_Loewe=-1.91, Synergy_HSA=0.315. (7) Drug 1: CC1=C(C=C(C=C1)NC(=O)C2=CC=C(C=C2)CN3CCN(CC3)C)NC4=NC=CC(=N4)C5=CN=CC=C5. Drug 2: C1=NC(=NC(=O)N1C2C(C(C(O2)CO)O)O)N. Cell line: MOLT-4. Synergy scores: CSS=6.52, Synergy_ZIP=-4.23, Synergy_Bliss=-5.99, Synergy_Loewe=-17.3, Synergy_HSA=-11.7. (8) Drug 1: C1=NC2=C(N=C(N=C2N1C3C(C(C(O3)CO)O)O)F)N. Drug 2: C1=CC=C(C=C1)NC(=O)CCCCCCC(=O)NO. Cell line: HCT-15. Synergy scores: CSS=3.67, Synergy_ZIP=0.190, Synergy_Bliss=2.98, Synergy_Loewe=-2.33, Synergy_HSA=0.769. (9) Drug 1: CCC1=CC2CC(C3=C(CN(C2)C1)C4=CC=CC=C4N3)(C5=C(C=C6C(=C5)C78CCN9C7C(C=CC9)(C(C(C8N6C)(C(=O)OC)O)OC(=O)C)CC)OC)C(=O)OC.C(C(C(=O)O)O)(C(=O)O)O. Drug 2: CN1C2=C(C=C(C=C2)N(CCCl)CCCl)N=C1CCCC(=O)O.Cl. Cell line: EKVX. Synergy scores: CSS=20.0, Synergy_ZIP=-2.39, Synergy_Bliss=-4.31, Synergy_Loewe=-47.0, Synergy_HSA=-4.13. (10) Synergy scores: CSS=17.2, Synergy_ZIP=-2.60, Synergy_Bliss=2.73, Synergy_Loewe=-15.3, Synergy_HSA=-1.94. Cell line: MDA-MB-435. Drug 2: CCC1=C2CN3C(=CC4=C(C3=O)COC(=O)C4(CC)O)C2=NC5=C1C=C(C=C5)O. Drug 1: C1CCC(CC1)NC(=O)N(CCCl)N=O.